This data is from Full USPTO retrosynthesis dataset with 1.9M reactions from patents (1976-2016). The task is: Predict the reactants needed to synthesize the given product. Given the product [CH3:30][C:9]1[N:8]=[C:7]([C:4]2[CH:5]=[CH:6][N:1]=[CH:2][CH:3]=2)[N:11]([C:12]2[CH:13]=[CH:14][C:15]([O:16][CH2:17][C:18]3[CH:27]=[CH:26][C:25]4[C:20](=[CH:21][CH:22]=[CH:23][CH:24]=4)[N:19]=3)=[CH:28][CH:29]=2)[N:10]=1, predict the reactants needed to synthesize it. The reactants are: [N:1]1[CH:6]=[CH:5][C:4]([C:7]2[N:11]([C:12]3[CH:29]=[CH:28][C:15]([O:16][CH2:17][C:18]4[CH:27]=[CH:26][C:25]5[C:20](=[CH:21][CH:22]=[CH:23][CH:24]=5)[N:19]=4)=[CH:14][CH:13]=3)[N:10]=[CH:9][N:8]=2)=[CH:3][CH:2]=1.[CH3:30]OC(OC)(N(C)C)C.